From a dataset of Peptide-MHC class I binding affinity with 185,985 pairs from IEDB/IMGT. Regression. Given a peptide amino acid sequence and an MHC pseudo amino acid sequence, predict their binding affinity value. This is MHC class I binding data. (1) The peptide sequence is VQLPQYFTF. The MHC is HLA-B15:01 with pseudo-sequence HLA-B15:01. The binding affinity (normalized) is 0.648. (2) The peptide sequence is RLFEESLGI. The MHC is HLA-A02:03 with pseudo-sequence HLA-A02:03. The binding affinity (normalized) is 0.842. (3) The peptide sequence is QVKRREGMF. The MHC is HLA-A29:02 with pseudo-sequence HLA-A29:02. The binding affinity (normalized) is 0.0847. (4) The MHC is HLA-A02:16 with pseudo-sequence HLA-A02:16. The binding affinity (normalized) is 0.648. The peptide sequence is GIYHDICEI. (5) The MHC is HLA-A24:03 with pseudo-sequence HLA-A24:03. The binding affinity (normalized) is 0.213. The peptide sequence is AQPAPQAPY. (6) The peptide sequence is ALVEICTEM. The MHC is HLA-B53:01 with pseudo-sequence HLA-B53:01. The binding affinity (normalized) is 0.0953. (7) The peptide sequence is RMRRAEPAA. The MHC is HLA-B44:02 with pseudo-sequence HLA-B44:02. The binding affinity (normalized) is 0. (8) The peptide sequence is GPFEASWAI. The MHC is HLA-B53:01 with pseudo-sequence HLA-B53:01. The binding affinity (normalized) is 0.488. (9) The peptide sequence is ATNNLGFMY. The MHC is HLA-A24:02 with pseudo-sequence HLA-A24:02. The binding affinity (normalized) is 0.0847. (10) The peptide sequence is LKPGKTSHLMF. The MHC is Mamu-A01 with pseudo-sequence Mamu-A01. The binding affinity (normalized) is 0.